From a dataset of Catalyst prediction with 721,799 reactions and 888 catalyst types from USPTO. Predict which catalyst facilitates the given reaction. (1) Reactant: CO[C:3]([C:5]1[C:6]([OH:34])=[C:7]2[C:12](=[C:13]([C:15]3[CH:20]=[CH:19][N:18]=[CH:17][CH:16]=3)[N:14]=1)[N:11]([CH2:21][CH:22]([CH2:25][CH3:26])[CH2:23][CH3:24])[C:10](=[O:27])[C:9]([C:28]1[CH:33]=[CH:32][CH:31]=[CH:30][CH:29]=1)=[CH:8]2)=[O:4].[NH2:35][CH2:36][CH2:37][C:38]([OH:40])=[O:39].C[O-].[Na+]. Product: [CH2:25]([CH:22]([CH2:23][CH3:24])[CH2:21][N:11]1[C:12]2[C:7](=[C:6]([OH:34])[C:5]([C:3]([NH:35][CH2:36][CH2:37][C:38]([OH:40])=[O:39])=[O:4])=[N:14][C:13]=2[C:15]2[CH:20]=[CH:19][N:18]=[CH:17][CH:16]=2)[CH:8]=[C:9]([C:28]2[CH:29]=[CH:30][CH:31]=[CH:32][CH:33]=2)[C:10]1=[O:27])[CH3:26]. The catalyst class is: 250. (2) Reactant: [NH:1]([C:8]([N:10]1[C:18]2[C:13](=[CH:14][C:15]([O:19][C:20]3[CH:25]=[CH:24][N:23]=[C:22]([NH:26][C:27]([CH:29]4[CH2:34][CH2:33][N:32](C(OC(C)(C)C)=O)[CH2:31][CH2:30]4)=[O:28])[CH:21]=3)=[CH:16][CH:17]=2)[C:12]([Cl:42])=[CH:11]1)=[O:9])[C:2]1[CH:7]=[CH:6][CH:5]=[CH:4][CH:3]=1.O.C(=O)(O)[O-].[Na+].[OH-].[Na+]. Product: [C:2]1([NH:1][C:8]([N:10]2[C:18]3[C:13](=[CH:14][C:15]([O:19][C:20]4[CH:25]=[CH:24][N:23]=[C:22]([NH:26][C:27]([CH:29]5[CH2:34][CH2:33][NH:32][CH2:31][CH2:30]5)=[O:28])[CH:21]=4)=[CH:16][CH:17]=3)[C:12]([Cl:42])=[CH:11]2)=[O:9])[CH:7]=[CH:6][CH:5]=[CH:4][CH:3]=1. The catalyst class is: 55. (3) Reactant: [C:1]([C:4]1[CH:11]=[CH:10][C:7]([CH:8]=O)=[CH:6][CH:5]=1)([OH:3])=[O:2].[F:12][C:13]1[CH:18]=[CH:17][C:16]([CH2:19][CH2:20][C:21](=[O:28])[CH2:22][C:23]([O:25][CH2:26][CH3:27])=[O:24])=[CH:15][CH:14]=1.N1CCCCC1. Product: [CH2:26]([O:25][C:23]([C:22]([C:21](=[O:28])[CH2:20][CH2:19][C:16]1[CH:15]=[CH:14][C:13]([F:12])=[CH:18][CH:17]=1)=[CH:8][C:7]1[CH:10]=[CH:11][C:4]([C:1]([OH:3])=[O:2])=[CH:5][CH:6]=1)=[O:24])[CH3:27]. The catalyst class is: 48. (4) Reactant: [C:1]([CH2:3][C:4]1([CH3:17])[CH2:9][CH2:8][N:7]([C:10]([O:12][C:13]([CH3:16])([CH3:15])[CH3:14])=[O:11])[CH2:6][CH2:5]1)#[N:2]. Product: [NH2:2][CH2:1][CH2:3][C:4]1([CH3:17])[CH2:5][CH2:6][N:7]([C:10]([O:12][C:13]([CH3:16])([CH3:15])[CH3:14])=[O:11])[CH2:8][CH2:9]1. The catalyst class is: 227. (5) Reactant: [Cl:1][C:2]1[CH:8]=[C:7](I)[C:5]([NH2:6])=[C:4]([F:10])[CH:3]=1.[Cl:11][C:12]1[CH:17]=[CH:16][CH:15]=[CH:14][C:13]=1[C:18]#[CH:19].C(OCC)(=O)C. Product: [Cl:1][C:2]1[CH:3]=[C:4]([F:10])[C:5]([NH2:6])=[C:7]([C:19]#[C:18][C:13]2[CH:14]=[CH:15][CH:16]=[CH:17][C:12]=2[Cl:11])[CH:8]=1. The catalyst class is: 194. (6) Reactant: [OH-].[Na+].C([O:5][C:6](=[O:37])[CH2:7][C@@H:8]([C:15]1[CH:20]=[CH:19][C:18]([O:21][CH2:22][C:23]2[CH:24]=[C:25]([C:29]3[CH:34]=[CH:33][C:32]([Cl:35])=[CH:31][C:30]=3[CH3:36])[CH:26]=[CH:27][CH:28]=2)=[CH:17][CH:16]=1)[C:9]1[N:10]([CH3:14])[CH:11]=[CH:12][N:13]=1)C.Cl. Product: [Cl:35][C:32]1[CH:33]=[CH:34][C:29]([C:25]2[CH:26]=[CH:27][CH:28]=[C:23]([CH2:22][O:21][C:18]3[CH:17]=[CH:16][C:15]([C@@H:8]([C:9]4[N:10]([CH3:14])[CH:11]=[CH:12][N:13]=4)[CH2:7][C:6]([OH:37])=[O:5])=[CH:20][CH:19]=3)[CH:24]=2)=[C:30]([CH3:36])[CH:31]=1. The catalyst class is: 14. (7) The catalyst class is: 16. Reactant: [Pd:1]([Cl:3])[Cl:2].[C:4]1([P:10]([C:17]2[CH:22]=[CH:21][CH:20]=[CH:19][CH:18]=2)[C:11]2[CH:16]=[CH:15][CH:14]=[CH:13][CH:12]=2)[CH:9]=[CH:8][CH:7]=[CH:6][CH:5]=1.CC1(C)C2C(=CC=C(C#C)C=2)SCC1.N(CCO)(CCO)CCO. Product: [Pd:1]([Cl:3])[Cl:2].[C:17]1([P:10]([C:4]2[CH:5]=[CH:6][CH:7]=[CH:8][CH:9]=2)[C:11]2[CH:16]=[CH:15][CH:14]=[CH:13][CH:12]=2)[CH:18]=[CH:19][CH:20]=[CH:21][CH:22]=1.[C:17]1([P:10]([C:4]2[CH:5]=[CH:6][CH:7]=[CH:8][CH:9]=2)[C:11]2[CH:16]=[CH:15][CH:14]=[CH:13][CH:12]=2)[CH:18]=[CH:19][CH:20]=[CH:21][CH:22]=1. (8) Reactant: C[O:2][C:3](=[O:38])[CH2:4][C:5]1[CH:10]=[CH:9][CH:8]=[C:7]([O:11][CH2:12][CH2:13][C@H:14]([N:16]([CH2:26][C:27]2[CH:32]=[CH:31][CH:30]=[C:29]([C:33]([F:36])([F:35])[F:34])[C:28]=2[Cl:37])[CH2:17][C@H:18]([C:20]2[CH:25]=[CH:24][CH:23]=[CH:22][CH:21]=2)[CH3:19])[CH3:15])[CH:6]=1.[Li+].[OH-].CC(O)=O.C(OCC)(=O)C. Product: [ClH:37].[Cl:37][C:28]1[C:29]([C:33]([F:34])([F:35])[F:36])=[CH:30][CH:31]=[CH:32][C:27]=1[CH2:26][N:16]([CH2:17][C@H:18]([C:20]1[CH:21]=[CH:22][CH:23]=[CH:24][CH:25]=1)[CH3:19])[C@H:14]([CH3:15])[CH2:13][CH2:12][O:11][C:7]1[CH:6]=[C:5]([CH2:4][C:3]([OH:38])=[O:2])[CH:10]=[CH:9][CH:8]=1. The catalyst class is: 20. (9) Reactant: [C:1]([O:5][C:6](=[O:16])[NH:7][CH:8]([CH2:14][OH:15])[C:9]([CH3:13])([CH3:12])[CH2:10]O)([CH3:4])([CH3:3])[CH3:2].C1(P(C2C=CC=CC=2)C2C=CC=CC=2)C=CC=CC=1. Product: [C:1]([O:5][C:6](=[O:16])[NH:7][CH:8]1[C:9]([CH3:13])([CH3:12])[CH2:10][O:15][CH2:14]1)([CH3:4])([CH3:3])[CH3:2]. The catalyst class is: 4.